Dataset: Catalyst prediction with 721,799 reactions and 888 catalyst types from USPTO. Task: Predict which catalyst facilitates the given reaction. (1) Reactant: [F:1][C:2]1[CH:7]=[CH:6][C:5]([C:8]2[N:9]=[CH:10][N:11]([C:13]3[CH:14]=[N:15][CH:16]=[CH:17][CH:18]=3)[CH:12]=2)=[CH:4][CH:3]=1.C1C(=O)N([Br:26])C(=O)C1. Product: [Br:26][C:12]1[N:11]([C:13]2[CH:14]=[N:15][CH:16]=[CH:17][CH:18]=2)[CH:10]=[N:9][C:8]=1[C:5]1[CH:4]=[CH:3][C:2]([F:1])=[CH:7][CH:6]=1. The catalyst class is: 2. (2) Reactant: [CH2:1]([C:4]1[CH:9]=[CH:8][CH:7]=[CH:6][N:5]=1)[CH2:2][CH3:3].N(/C(C)(C)C#N)=N\C(C)(C)C#N.C1C(=O)N([Br:29])C(=O)C1. Product: [Br:29][CH:1]([C:4]1[CH:9]=[CH:8][CH:7]=[CH:6][N:5]=1)[CH2:2][CH3:3]. The catalyst class is: 53. (3) Reactant: [Cl:1][C:2]1[CH:3]=[C:4]2[C:10]([C:11]3[N:16]=[C:15]([NH:17][C@H:18]4[CH2:23][CH2:22][CH2:21][N:20]([CH2:24][C:25]([F:28])([F:27])[F:26])[CH2:19]4)[C:14]([F:29])=[CH:13][N:12]=3)=[CH:9][N:8](S(C3C=CC(C)=CC=3)(=O)=O)[C:5]2=[N:6][CH:7]=1.[Li+].[OH-]. Product: [Cl:1][C:2]1[CH:3]=[C:4]2[C:10]([C:11]3[N:16]=[C:15]([NH:17][C@H:18]4[CH2:23][CH2:22][CH2:21][N:20]([CH2:24][C:25]([F:28])([F:26])[F:27])[CH2:19]4)[C:14]([F:29])=[CH:13][N:12]=3)=[CH:9][NH:8][C:5]2=[N:6][CH:7]=1. The catalyst class is: 220. (4) The catalyst class is: 3. Product: [F:15][C:9]1[CH:10]=[CH:11][C:12]([F:14])=[CH:13][C:8]=1[C:5]1[N:4]=[C:3]([CH2:2][S:28][C:19]2[N:18]([CH2:16][CH3:17])[C:22]([C:23]3[S:24][CH:25]=[CH:26][CH:27]=3)=[N:21][N:20]=2)[O:7][N:6]=1. Reactant: Cl[CH2:2][C:3]1[O:7][N:6]=[C:5]([C:8]2[CH:13]=[C:12]([F:14])[CH:11]=[CH:10][C:9]=2[F:15])[N:4]=1.[CH2:16]([N:18]1[C:22]([C:23]2[S:24][CH:25]=[CH:26][CH:27]=2)=[N:21][NH:20][C:19]1=[S:28])[CH3:17].C(=O)([O-])[O-].[K+].[K+].C(OCC)(=O)C. (5) Reactant: [N+:1]([C:4]1[CH:5]=[CH:6][C:7]([B:14]2[O:18][C:17]([CH3:20])([CH3:19])[C:16]([CH3:22])([CH3:21])[O:15]2)=[C:8]([CH:13]=1)[C:9](OC)=[O:10])([O-:3])=[O:2].[H-].C([Al+]CC(C)C)C(C)C.CO.Cl. Product: [N+:1]([C:4]1[CH:5]=[CH:6][C:7]([B:14]2[O:18][C:17]([CH3:20])([CH3:19])[C:16]([CH3:22])([CH3:21])[O:15]2)=[C:8]([CH2:9][OH:10])[CH:13]=1)([O-:3])=[O:2]. The catalyst class is: 2. (6) Reactant: [O:1]1[C:5]2[CH:6]=[CH:7][CH:8]=[C:9]([C:10]([CH3:30])([CH3:29])[CH2:11][C:12](=[O:28])[C:13]([NH:15][C:16]3[CH:17]=[CH:18][C:19]4[C:24](=[O:25])[O:23][N:22]=[C:21]([CH3:26])[C:20]=4[CH:27]=3)=[O:14])[C:4]=2[O:3][CH2:2]1.[F:31][C:32]([Si](C)(C)C)([F:34])[F:33].C(=O)([O-])[O-].[Cs+].[Cs+].[F-].C([N+](CCCC)(CCCC)CCCC)CCC. Product: [O:1]1[C:5]2[CH:6]=[CH:7][CH:8]=[C:9]([C:10]([CH3:30])([CH3:29])[CH2:11][C:12]([OH:28])([C:32]([F:34])([F:33])[F:31])[C:13]([NH:15][C:16]3[CH:17]=[CH:18][C:19]4[C:24](=[O:25])[O:23][N:22]=[C:21]([CH3:26])[C:20]=4[CH:27]=3)=[O:14])[C:4]=2[O:3][CH2:2]1. The catalyst class is: 35.